This data is from Forward reaction prediction with 1.9M reactions from USPTO patents (1976-2016). The task is: Predict the product of the given reaction. (1) Given the reactants Cl[CH2:2][C:3]([NH:5][C:6]1[CH:11]=[CH:10][C:9]([N+:12]([O-:14])=[O:13])=[CH:8][CH:7]=1)=[O:4].[CH3:15][NH:16][CH2:17][CH2:18][OH:19].C(OCC)(=O)C, predict the reaction product. The product is: [OH:19][CH2:18][CH2:17][N:16]([CH3:15])[CH2:2][C:3]([NH:5][C:6]1[CH:11]=[CH:10][C:9]([N+:12]([O-:14])=[O:13])=[CH:8][CH:7]=1)=[O:4]. (2) Given the reactants [Br:1][C:2]1[CH:12]=[CH:11][C:5]([NH:6][CH2:7][CH2:8][O:9][CH3:10])=[C:4]([N+:13]([O-])=O)[CH:3]=1.[H][H], predict the reaction product. The product is: [Br:1][C:2]1[CH:3]=[C:4]([NH2:13])[C:5]([NH:6][CH2:7][CH2:8][O:9][CH3:10])=[CH:11][CH:12]=1. (3) Given the reactants [Cl:1][C:2]1[CH:3]=[C:4]2[C:9](=[CH:10][CH:11]=1)[C:8](=[O:12])[N:7]([CH2:13][C:14]1[CH:19]=[CH:18][C:17]([S:20]([CH3:23])(=[O:22])=[O:21])=[CH:16][CH:15]=1)[C:6]([CH:24]=[O:25])=[C:5]2[C:26]1[CH:31]=[CH:30][CH:29]=[CH:28][CH:27]=1.[CH:32](OC(C)C)(C)[CH3:33], predict the reaction product. The product is: [Cl:1][C:2]1[CH:3]=[C:4]2[C:9](=[CH:10][CH:11]=1)[C:8](=[O:12])[N:7]([CH2:13][C:14]1[CH:15]=[CH:16][C:17]([S:20]([CH3:23])(=[O:21])=[O:22])=[CH:18][CH:19]=1)[C:6]([CH:24]([OH:25])[CH2:32][CH3:33])=[C:5]2[C:26]1[CH:27]=[CH:28][CH:29]=[CH:30][CH:31]=1. (4) Given the reactants BrC1C(N2CCCC2=O)=CC2OC(C3C=CC(F)=CC=3)=C(C(O)=O)C=2C=1.C1C=CC2N(O)N=NC=2C=1.CCN=C=NCCCN(C)C.CN.Br[C:51]1[C:52]([N:71]2[CH2:75][CH2:74][CH2:73][C:72]2=[O:76])=[CH:53][C:54]2[O:58][C:57]([C:59]3[CH:64]=[CH:63][C:62]([F:65])=[CH:61][CH:60]=3)=[C:56]([C:66]([NH:68][CH3:69])=[O:67])[C:55]=2[CH:70]=1, predict the reaction product. The product is: [F:65][C:62]1[CH:63]=[CH:64][C:59]([C:57]2[O:58][C:54]3[CH:53]=[C:52]([N:71]4[CH2:75][CH2:74][CH2:73][C:72]4=[O:76])[CH:51]=[CH:70][C:55]=3[C:56]=2[C:66]([NH:68][CH3:69])=[O:67])=[CH:60][CH:61]=1. (5) Given the reactants [CH3:1][N:2]1[C:6](B2OC(C)(C)C(C)(C)O2)=[CH:5][CH:4]=[N:3]1.C(=O)(O)[O-].[Na+].O1CCOCC1.[C:27]([O:31][CH2:32][CH3:33])(=[O:30])[CH:28]=[CH2:29], predict the reaction product. The product is: [CH2:32]([O:31][C:27](=[O:30])[CH2:28][CH2:29][C:6]1[N:2]([CH3:1])[N:3]=[CH:4][CH:5]=1)[CH3:33].